Dataset: Full USPTO retrosynthesis dataset with 1.9M reactions from patents (1976-2016). Task: Predict the reactants needed to synthesize the given product. (1) Given the product [CH3:24][S:23][C:7]1[N:6]=[C:5]([CH2:4][CH:3]=[O:30])[C:10]([C:11]([O:13][CH3:14])=[O:12])=[C:9]([NH:15][C:16]2[CH:17]=[C:18]([CH3:22])[CH:19]=[CH:20][CH:21]=2)[N:8]=1, predict the reactants needed to synthesize it. The reactants are: CN(C)/[CH:3]=[CH:4]/[C:5]1[C:10]([C:11]([O:13][CH3:14])=[O:12])=[C:9]([NH:15][C:16]2[CH:17]=[C:18]([CH3:22])[CH:19]=[CH:20][CH:21]=2)[N:8]=[C:7]([S:23][CH3:24])[N:6]=1.Cl.C1C[O:30]CC1. (2) Given the product [CH:29]([N:24]1[C:23]([C:17]2[N:16]=[C:15]3[N:19]([CH2:20][CH2:21][O:22][C:13]4[CH:12]=[C:11]([O:10][C:5]([CH2:8][O:9][S:42]([CH3:41])(=[O:44])=[O:43])([CH2:1][CH:2]([CH3:4])[CH3:3])[CH2:6][O:7][S:42]([CH3:41])(=[O:44])=[O:43])[CH:33]=[CH:32][C:14]=43)[CH:18]=2)=[N:27][C:26]([CH3:28])=[N:25]1)([CH3:31])[CH3:30], predict the reactants needed to synthesize it. The reactants are: [CH2:1]([C:5]([O:10][C:11]1[CH:33]=[CH:32][C:14]2[C:15]3[N:19]([CH2:20][CH2:21][O:22][C:13]=2[CH:12]=1)[CH:18]=[C:17]([C:23]1[N:24]([CH:29]([CH3:31])[CH3:30])[N:25]=[C:26]([CH3:28])[N:27]=1)[N:16]=3)([CH2:8][OH:9])[CH2:6][OH:7])[CH:2]([CH3:4])[CH3:3].CCN(CC)CC.[CH3:41][S:42](Cl)(=[O:44])=[O:43]. (3) Given the product [CH2:1]([N:3]([CH2:31][C:32]1[CH:37]=[CH:36][C:35]([O:38][CH2:42][CH2:43][N:45]([CH3:53])[CH2:46][CH:47]2[CH2:52][CH2:51][O:50][CH2:49][CH2:48]2)=[C:34]([F:39])[CH:33]=1)[C:4]1[CH:9]=[C:8]([O:10][CH3:11])[C:7]([O:12][CH3:13])=[CH:6][C:5]=1[C@@H:14]1[CH2:23][CH2:22][C:21]2[CH:20]=[C:19]([OH:24])[CH:18]=[CH:17][C:16]=2[CH2:15]1)[CH3:2], predict the reactants needed to synthesize it. The reactants are: [CH2:1]([N:3]([C:31](=O)[C:32]1[CH:37]=[CH:36][C:35]([OH:38])=[C:34]([F:39])[CH:33]=1)[C:4]1[CH:9]=[C:8]([O:10][CH3:11])[C:7]([O:12][CH3:13])=[CH:6][C:5]=1[C@@H:14]1[CH2:23][CH2:22][C:21]2[CH:20]=[C:19]([O:24]C(=O)C(C)(C)C)[CH:18]=[CH:17][C:16]=2[CH2:15]1)[CH3:2].Cl[CH2:42][C:43]([N:45]([CH3:53])[CH2:46][CH:47]1[CH2:52][CH2:51][O:50][CH2:49][CH2:48]1)=O. (4) Given the product [CH3:11][C:5]([N:2]([CH3:1])[NH2:3])([CH3:12])[C:6]([O:8][CH2:9][CH3:10])=[O:7], predict the reactants needed to synthesize it. The reactants are: [CH3:1][NH:2][NH2:3].Br[C:5]([CH3:12])([CH3:11])[C:6]([O:8][CH2:9][CH3:10])=[O:7]. (5) The reactants are: Cl[C:2]1[CH:7]=[C:6]([Cl:8])[N:5]=[C:4]([S:9][CH3:10])[N:3]=1.C(=O)([O-])[O-].[Cs+].[Cs+].[CH3:17][C:18]1[N:22]=[C:21]([CH3:23])[NH:20][N:19]=1. Given the product [Cl:8][C:6]1[CH:7]=[C:2]([N:19]2[C:18]([CH3:17])=[N:22][C:21]([CH3:23])=[N:20]2)[N:3]=[C:4]([S:9][CH3:10])[N:5]=1, predict the reactants needed to synthesize it. (6) Given the product [CH3:38][NH:39][C@@H:2]1[CH2:7][CH2:6][CH2:5][CH2:4][C@H:3]1[N:8]1[C:32](=[O:33])[C:11]2=[CH:12][N:13]([CH2:20][C:21]3[CH:22]=[CH:23][C:24]([N:27]4[CH:31]=[CH:30][CH:29]=[N:28]4)=[CH:25][CH:26]=3)[C:14]3[CH:15]=[CH:16][CH:17]=[CH:18][C:19]=3[C:10]2=[N:9]1, predict the reactants needed to synthesize it. The reactants are: O=[C:2]1[CH2:7][CH2:6][CH2:5][CH2:4][CH:3]1[N:8]1[C:32](=[O:33])[C:11]2=[CH:12][N:13]([CH2:20][C:21]3[CH:26]=[CH:25][C:24]([N:27]4[CH:31]=[CH:30][CH:29]=[N:28]4)=[CH:23][CH:22]=3)[C:14]3[CH:15]=[CH:16][CH:17]=[CH:18][C:19]=3[C:10]2=[N:9]1.C(O)(=O)C.[CH3:38][NH2:39].C(O[BH-](OC(=O)C)OC(=O)C)(=O)C.[Na+].